Dataset: KCNQ2 potassium channel screen with 302,405 compounds. Task: Binary Classification. Given a drug SMILES string, predict its activity (active/inactive) in a high-throughput screening assay against a specified biological target. (1) The compound is O=C(Nc1c(cccc1)C(OC)=O)Cn1nc2CCC(Cc2c1)C. The result is 0 (inactive). (2) The molecule is S(Cc1c(n(nc1)c1ccccc1)n1cccc1)CC(=O)NCc1ccc(OC)cc1. The result is 0 (inactive).